From a dataset of Full USPTO retrosynthesis dataset with 1.9M reactions from patents (1976-2016). Predict the reactants needed to synthesize the given product. (1) Given the product [ClH:19].[CH3:53][N:52]1[CH:46]2[CH2:47][CH2:48][CH2:49][CH:50]1[CH2:51][CH:44]([NH:43][C:16]([C:12]1[CH:13]=[CH:14][CH:15]=[C:9]3[O:8][C:7]([C:6]4[S:5][CH:4]=[N:3][C:2]=4[CH3:1])=[N:11][C:10]=13)=[O:18])[CH2:45]2, predict the reactants needed to synthesize it. The reactants are: [CH3:1][C:2]1[N:3]=[CH:4][S:5][C:6]=1[C:7]1[O:8][C:9]2[C:10](=[C:12]([C:16]([OH:18])=O)[CH:13]=[CH:14][CH:15]=2)[N:11]=1.[ClH:19].C(N=C=NCCCN(C)C)C.ON1C2C=CC=CC=2N=N1.Cl.Cl.[NH2:43][CH:44]1[CH2:51][CH:50]2[N:52]([CH3:53])[CH:46]([CH2:47][CH2:48][CH2:49]2)[CH2:45]1.C(N(CC)CC)C. (2) Given the product [CH2:18]([O:20][C:21](=[O:35])[CH2:22][N:23]1[C:31]2[C:26](=[CH:27][C:28]([Cl:32])=[CH:29][CH:30]=2)[C:25]([OH:33])([C:53]2[C:52]([OH:55])=[CH:51][C:50]3[O:46][CH2:47][CH2:48][C:49]=3[CH:54]=2)[C:24]1=[O:34])[CH3:19], predict the reactants needed to synthesize it. The reactants are: BrC1C=CC=C2C=1C(=O)C(=O)N2CCCCC.[CH2:18]([O:20][C:21](=[O:35])[CH2:22][N:23]1[C:31]2[C:26](=[CH:27][C:28]([Cl:32])=[CH:29][CH:30]=2)[C:25](=[O:33])[C:24]1=[O:34])[CH3:19].O1C2C=CC(O)=CC=2OC1.[O:46]1[C:50]2[CH:51]=[C:52]([OH:55])[CH:53]=[CH:54][C:49]=2[CH2:48][CH2:47]1. (3) Given the product [CH3:15][C:13]1[C:12]([CH:16]([CH2:21][CH2:22][CH3:23])[C:17]([O:19][CH3:20])=[O:18])=[C:11]([C:24]2[CH:29]=[CH:28][C:27]([CH3:30])=[CH:26][CH:25]=2)[N:10]=[C:9]([N:5]2[CH2:6][CH2:7][N:2]([CH3:1])[CH2:3][CH2:4]2)[N:14]=1, predict the reactants needed to synthesize it. The reactants are: [CH3:1][N:2]1[CH2:7][CH2:6][NH:5][CH2:4][CH2:3]1.Cl[C:9]1[N:14]=[C:13]([CH3:15])[C:12]([CH:16]([CH2:21][CH2:22][CH3:23])[C:17]([O:19][CH3:20])=[O:18])=[C:11]([C:24]2[CH:29]=[CH:28][C:27]([CH3:30])=[CH:26][CH:25]=2)[N:10]=1. (4) The reactants are: [C:1]1([CH:7]2[CH2:12][CH2:11][N:10]([S:13]([NH2:16])(=[O:15])=[O:14])[CH2:9][CH2:8]2)[CH:6]=[CH:5][CH:4]=[CH:3][CH:2]=1.[S:17]1[CH:21]=[C:20]([CH:22]=O)[C:19]2[CH:24]=[CH:25][CH:26]=[CH:27][C:18]1=2.[BH4-].[Na+]. Given the product [S:17]1[CH:21]=[C:20]([CH2:22][NH:16][S:13]([N:10]2[CH2:9][CH2:8][CH:7]([C:1]3[CH:6]=[CH:5][CH:4]=[CH:3][CH:2]=3)[CH2:12][CH2:11]2)(=[O:15])=[O:14])[C:19]2[CH:24]=[CH:25][CH:26]=[CH:27][C:18]1=2, predict the reactants needed to synthesize it. (5) Given the product [CH2:1]([O:3][C:4]([C:6]1[C:7]([OH:24])=[C:8]2[C:14]([Br:15])=[C:13]([Br:16])[N:12]([CH2:17][C:18]3[CH:19]=[CH:20][CH:21]=[CH:22][CH:23]=3)[C:9]2=[C:10]([Br:32])[N:11]=1)=[O:5])[CH3:2], predict the reactants needed to synthesize it. The reactants are: [CH2:1]([O:3][C:4]([C:6]1[C:7]([OH:24])=[C:8]2[C:14]([Br:15])=[C:13]([Br:16])[N:12]([CH2:17][C:18]3[CH:23]=[CH:22][CH:21]=[CH:20][CH:19]=3)[C:9]2=[CH:10][N:11]=1)=[O:5])[CH3:2].C1C(=O)N([Br:32])C(=O)C1.C(OOC(C1C=CC=CC=1)=O)(C1C=CC=CC=1)=O. (6) Given the product [CH2:27]([O:15][C:13]([CH:12]1[CH2:10][CH:11]([C:22]2[CH:23]=[CH:24][CH:25]=[CH:18][C:19]=2[CH3:20])[C:7]2[C:33](=[CH:34][CH:3]=[C:2]([Cl:1])[CH:8]=2)[NH:35]1)=[O:14])[CH3:28], predict the reactants needed to synthesize it. The reactants are: [Cl:1][C:2]1[CH:3]=C(C=[C:7](Cl)[CH:8]=1)N.[CH2:10]([C:12](=O)[C:13]([O-:15])=[O:14])[CH3:11].C[C:18]1[CH:25]=[CH:24][CH:23]=[CH:22][C:19]=1[CH:20]=C.F[C:27](F)(F)[C:28](O)=O.[C:33](#[N:35])[CH3:34]. (7) Given the product [CH2:36]([O:24][C:23](=[O:25])[C:22]1[CH:21]=[CH:20][C:19]([NH:18][C:16](=[O:17])[C:15]2[CH:28]=[C:29]([O:33][CH3:34])[C:30]([O:31][CH3:32])=[C:13]([NH:12][S:9]([C:4]3[CH:5]=[CH:6][C:7]([Cl:8])=[C:2]([Cl:1])[CH:3]=3)(=[O:11])=[O:10])[CH:14]=2)=[CH:27][CH:26]=1)[CH3:41], predict the reactants needed to synthesize it. The reactants are: [Cl:1][C:2]1[CH:3]=[C:4]([S:9]([NH:12][C:13]2[CH:14]=[C:15]([CH:28]=[C:29]([O:33][CH3:34])[C:30]=2[O:31][CH3:32])[C:16]([NH:18][C:19]2[CH:27]=[CH:26][C:22]([C:23]([OH:25])=[O:24])=[CH:21][CH:20]=2)=[O:17])(=[O:11])=[O:10])[CH:5]=[CH:6][C:7]=1[Cl:8].Cl[C:36]1C=C(S(Cl)(=O)=O)C=C[C:41]=1Cl. (8) Given the product [F:1][C:2]1([F:10])[CH2:7][CH2:6][CH:5]([CH2:8][N:16]2[CH2:17][CH2:18][CH:19]([NH:22][C:23](=[O:29])[O:24][C:25]([CH3:27])([CH3:26])[CH3:28])[CH2:20][CH2:21]2)[CH2:4][CH2:3]1, predict the reactants needed to synthesize it. The reactants are: [F:1][C:2]1([F:10])[CH2:7][CH2:6][CH:5]([CH:8]=O)[CH2:4][CH2:3]1.O1CCCC1.[NH:16]1[CH2:21][CH2:20][CH:19]([NH:22][C:23](=[O:29])[O:24][C:25]([CH3:28])([CH3:27])[CH3:26])[CH2:18][CH2:17]1.C(O[BH-](OC(=O)C)OC(=O)C)(=O)C.[Na+].